From a dataset of Full USPTO retrosynthesis dataset with 1.9M reactions from patents (1976-2016). Predict the reactants needed to synthesize the given product. (1) Given the product [F:2][C:3]1[CH:8]=[CH:7][C:6]([C@H:9]2[C@H:14]([C:15]([O:17][CH3:18])=[O:16])[CH2:13][CH2:12][N:11]([CH2:26][CH2:25][C:19]3[CH:24]=[CH:23][CH:22]=[CH:21][CH:20]=3)[CH2:10]2)=[CH:5][CH:4]=1, predict the reactants needed to synthesize it. The reactants are: Cl.[F:2][C:3]1[CH:8]=[CH:7][C:6]([C@H:9]2[C@H:14]([C:15]([O:17][CH3:18])=[O:16])[CH2:13][CH2:12][NH:11][CH2:10]2)=[CH:5][CH:4]=1.[C:19]1([CH2:25][CH:26]=O)[CH:24]=[CH:23][CH:22]=[CH:21][CH:20]=1.C([O-])(=O)C.[Na+].C(O[BH-](OC(=O)C)OC(=O)C)(=O)C.[Na+].[OH-].[Na+]. (2) Given the product [CH3:38][O:39][C:40](=[O:50])[CH2:41][C:42]1[CH:47]=[CH:46][C:45]([C:59]2[CH:60]=[CH:61][C:56]([C:53]([CH2:54][CH3:55])([C:72]3[CH:77]=[CH:76][C:75]([CH2:78][CH2:79][C:80]([OH:85])([C:86]([F:88])([F:89])[F:87])[C:81]([F:84])([F:83])[F:82])=[C:74]([CH3:90])[CH:73]=3)[CH2:51][CH3:52])=[CH:57][C:58]=2[CH3:71])=[CH:44][C:43]=1[F:49], predict the reactants needed to synthesize it. The reactants are: C1(P(C2CCCCC2)C2C=CC=CC=2C2C(OC)=CC=CC=2OC)CCCCC1.P([O-])([O-])([O-])=O.[K+].[K+].[K+].[CH3:38][O:39][C:40](=[O:50])[CH2:41][C:42]1[CH:47]=[CH:46][C:45](Cl)=[CH:44][C:43]=1[F:49].[CH2:51]([C:53]([C:72]1[CH:77]=[CH:76][C:75]([CH2:78][CH2:79][C:80]([C:86]([F:89])([F:88])[F:87])([OH:85])[C:81]([F:84])([F:83])[F:82])=[C:74]([CH3:90])[CH:73]=1)([C:56]1[CH:61]=[CH:60][C:59](B2OC(C)(C)C(C)(C)O2)=[C:58]([CH3:71])[CH:57]=1)[CH2:54][CH3:55])[CH3:52]. (3) Given the product [N:1]1[O:2][N:3]=[C:4]2[CH:9]=[C:8]([CH2:10][CH2:11][N:12]3[CH2:17][CH2:16][N:15]([CH2:20][CH2:21][C:22]4[CH:31]=[CH:30][C:25]5[C:26](=[O:29])[O:27][CH2:28][C:24]=5[CH:23]=4)[CH2:14][C:13]3=[O:18])[CH:7]=[CH:6][C:5]=12, predict the reactants needed to synthesize it. The reactants are: [N:1]1[O:2][N:3]=[C:4]2[CH:9]=[C:8]([CH2:10][CH2:11][N:12]3[CH2:17][CH2:16][NH:15][CH2:14][C:13]3=[O:18])[CH:7]=[CH:6][C:5]=12.Br[CH2:20][CH2:21][C:22]1[CH:31]=[CH:30][C:25]2[C:26](=[O:29])[O:27][CH2:28][C:24]=2[CH:23]=1.C(N(CC)CC)C.CN(C=O)C. (4) Given the product [CH:17]1([C:20]2[NH:24][N:23]=[C:22]([NH:25][C:2]3[C:7]([N+:8]([O-:10])=[O:9])=[CH:6][N:5]=[C:4]([C:11]4[CH:16]=[CH:15][CH:14]=[CH:13][N:12]=4)[N:3]=3)[CH:21]=2)[CH2:19][CH2:18]1, predict the reactants needed to synthesize it. The reactants are: Cl[C:2]1[C:7]([N+:8]([O-:10])=[O:9])=[CH:6][N:5]=[C:4]([C:11]2[CH:16]=[CH:15][CH:14]=[CH:13][N:12]=2)[N:3]=1.[CH:17]1([C:20]2[NH:24][N:23]=[C:22]([NH2:25])[CH:21]=2)[CH2:19][CH2:18]1.